Dataset: Reaction yield outcomes from USPTO patents with 853,638 reactions. Task: Predict the reaction yield, written as a fraction of the theoretical maximum amount of product (1.0 means a 100% yield; for example, 0.34 means a 34% yield). (1) The reactants are C[O:2][C:3]1[CH:4]=[C:5]([CH:21]=[CH:22][C:23]=1[O:24]C)[CH2:6][C:7]1[N:16]2[N:17]=[C:18]([NH2:20])[N:19]=[C:15]2[C:14]2[CH:13]=[CH:12][CH:11]=[CH:10][C:9]=2[N:8]=1.COC1C=C(C=C(OC)C=1)CC1N2N=C(N)N=C2C2C=CC=CC=2N=1. No catalyst specified. The product is [NH2:20][C:18]1[N:19]=[C:15]2[N:16]([C:7]([CH2:6][C:5]3[CH:4]=[C:3]([OH:2])[C:23]([OH:24])=[CH:22][CH:21]=3)=[N:8][C:9]3[CH:10]=[CH:11][CH:12]=[CH:13][C:14]=32)[N:17]=1. The yield is 0.370. (2) The reactants are [C:1]([O:5][C:6](=[O:36])[CH2:7][C@H:8]([NH:16][S:17]([C:20]1[CH:25]=[CH:24][C:23]([NH:26][C:27](=[O:34])[CH2:28][CH2:29][CH2:30][N:31]([CH3:33])[CH3:32])=[CH:22][C:21]=1[OH:35])(=[O:19])=[O:18])[CH:9]([O:13][CH2:14][CH3:15])[O:10][CH2:11][CH3:12])([CH3:4])([CH3:3])[CH3:2].[N:37]1[C:46]2[C:41](=[C:42]([CH2:47][CH2:48]O)[CH:43]=[CH:44][CH:45]=2)[CH:40]=[CH:39][CH:38]=1.C1(P(C2C=CC=CC=2)C2C=CC=CC=2)C=CC=CC=1.N(C(OCC)=O)=NC(OCC)=O. The catalyst is C(Cl)Cl. The product is [C:1]([O:5][C:6](=[O:36])[CH2:7][C@H:8]([NH:16][S:17]([C:20]1[CH:25]=[CH:24][C:23]([NH:26][C:27](=[O:34])[CH2:28][CH2:29][CH2:30][N:31]([CH3:33])[CH3:32])=[CH:22][C:21]=1[O:35][CH2:48][CH2:47][C:42]1[CH:43]=[CH:44][CH:45]=[C:46]2[C:41]=1[CH:40]=[CH:39][CH:38]=[N:37]2)(=[O:19])=[O:18])[CH:9]([O:10][CH2:11][CH3:12])[O:13][CH2:14][CH3:15])([CH3:3])([CH3:2])[CH3:4]. The yield is 0.410. (3) The reactants are [N:1]([CH:4]([C:8]1[C:9]([Cl:19])=[N:10][C:11]2[C:16]([CH:17]=1)=[CH:15][CH:14]=[C:13]([F:18])[CH:12]=2)[CH2:5][CH:6]=[CH2:7])=[N+]=[N-].O.O.[Sn](Cl)Cl. The catalyst is CO. The product is [Cl:19][C:9]1[C:8]([CH:4]([NH2:1])[CH2:5][CH:6]=[CH2:7])=[CH:17][C:16]2[C:11](=[CH:12][C:13]([F:18])=[CH:14][CH:15]=2)[N:10]=1. The yield is 0.950. (4) The reactants are [F:1][C:2]1[CH:7]=[CH:6][CH:5]=[C:4]([F:8])[C:3]=1[N:9]1[C:14]2[N:15]=[C:16]([NH:28][CH2:29][CH2:30][N:31]([CH3:33])[CH3:32])[N:17]=[C:18]([C:19]3[CH:20]=[C:21]([CH:25]=[CH:26][CH:27]=3)[C:22]([OH:24])=O)[C:13]=2[CH2:12][NH:11][C:10]1=[O:34].CN.[CH3:37][N:38](C(ON1N=NC2C=CC=NC1=2)=[N+](C)C)C.F[P-](F)(F)(F)(F)F.C(N(C(C)C)CC)(C)C. The catalyst is C(Cl)Cl.O. The product is [F:1][C:2]1[CH:7]=[CH:6][CH:5]=[C:4]([F:8])[C:3]=1[N:9]1[C:14]2[N:15]=[C:16]([NH:28][CH2:29][CH2:30][N:31]([CH3:33])[CH3:32])[N:17]=[C:18]([C:19]3[CH:20]=[C:21]([CH:25]=[CH:26][CH:27]=3)[C:22]([NH:38][CH3:37])=[O:24])[C:13]=2[CH2:12][NH:11][C:10]1=[O:34]. The yield is 0.650. (5) The reactants are C1O[CH:5]([OH:7])[CH2:4]OC1O.[F:9][C:10]1[CH:31]=[CH:30][C:13]2[CH2:14][C:15]3[CH:29]=[CH:28][CH:27]=[CH:26][C:16]=3[C@H:17]3[CH2:21][C@H:20]([CH2:22][N:23]([CH3:25])[CH3:24])[NH:19][C@@H:18]3[C:12]=2[CH:11]=1.CC(O)=O.C([BH3-])#N.[Na+].C([O-])(O)=O.[Na+].[OH-].[Na+]. The catalyst is CO. The product is [CH3:25][N:23]([CH2:22][C@@H:20]1[N:19]([CH2:4][CH2:5][OH:7])[C@@H:18]2[C:12]3[CH:11]=[C:10]([F:9])[CH:31]=[CH:30][C:13]=3[CH2:14][C:15]3[CH:29]=[CH:28][CH:27]=[CH:26][C:16]=3[C@H:17]2[CH2:21]1)[CH3:24]. The yield is 0.610. (6) The reactants are [CH3:1][C@:2]12[C@@:19]3([CH3:20])[C@@H:10]([C@:11]4([CH3:36])[C@@H:16]([CH2:17][CH2:18]3)[C:15]([CH3:22])([CH3:21])[C:14]([C:23]3[CH:35]=[CH:34][C:26]([C:27]([O:29]C(C)(C)C)=[O:28])=[CH:25][CH:24]=3)=[CH:13][CH2:12]4)[CH2:9][CH2:8][C@@H:7]1[C@H:6]1[C@H:37]([C:40]([CH3:42])=[CH2:41])[CH2:38][CH2:39][C@:5]1([CH2:43][NH:44][CH2:45][CH2:46][N:47]1[CH2:52][CH2:51][CH2:50][CH2:49][CH2:48]1)[CH2:4][CH2:3]2.C(O)(C(F)(F)F)=O. The catalyst is C(Cl)Cl. The product is [CH3:1][C@:2]12[C@@:19]3([CH3:20])[C@@H:10]([C@:11]4([CH3:36])[C@@H:16]([CH2:17][CH2:18]3)[C:15]([CH3:21])([CH3:22])[C:14]([C:23]3[CH:24]=[CH:25][C:26]([C:27]([OH:29])=[O:28])=[CH:34][CH:35]=3)=[CH:13][CH2:12]4)[CH2:9][CH2:8][C@@H:7]1[C@H:6]1[C@H:37]([C:40]([CH3:42])=[CH2:41])[CH2:38][CH2:39][C@:5]1([CH2:43][NH:44][CH2:45][CH2:46][N:47]1[CH2:48][CH2:49][CH2:50][CH2:51][CH2:52]1)[CH2:4][CH2:3]2. The yield is 0.521.